The task is: Predict the reactants needed to synthesize the given product.. This data is from Full USPTO retrosynthesis dataset with 1.9M reactions from patents (1976-2016). (1) Given the product [C:1]1([NH:7][C@@H:8]2[CH2:13][CH2:12][C@H:11]([C:14]([NH2:18])=[O:16])[CH2:10][CH2:9]2)[CH:6]=[CH:5][CH:4]=[CH:3][CH:2]=1, predict the reactants needed to synthesize it. The reactants are: [C:1]1([NH:7][C@@H:8]2[CH2:13][CH2:12][C@H:11]([C:14]([O:16]C)=O)[CH2:10][CH2:9]2)[CH:6]=[CH:5][CH:4]=[CH:3][CH:2]=1.[NH3:18]. (2) Given the product [Cl:1][C:2]1[CH:3]=[CH:4][C:5]2[N:11]3[C:34]([C:33]([F:44])([F:43])[F:32])=[N:30][N:31]=[C:10]3[C@@H:9]([CH2:13][C:14]([O:16][CH3:17])=[O:15])[S:8][C@H:7]([C:18]3[CH:23]=[CH:22][CH:21]=[C:20]([O:24][CH3:25])[C:19]=3[O:26][CH3:27])[C:6]=2[CH:28]=1, predict the reactants needed to synthesize it. The reactants are: [Cl:1][C:2]1[CH:3]=[CH:4][C:5]2[NH:11][C:10](=S)[C@@H:9]([CH2:13][C:14]([O:16][CH3:17])=[O:15])[S:8][C@H:7]([C:18]3[CH:23]=[CH:22][CH:21]=[C:20]([O:24][CH3:25])[C:19]=3[O:26][CH3:27])[C:6]=2[CH:28]=1.O.[NH2:30][NH2:31].[F:32][C:33]([F:44])([F:43])[C:34](O[C:34](=O)[C:33]([F:44])([F:43])[F:32])=O.FC(F)(F)C(O)=O. (3) Given the product [Cl:7][C:8]1[CH:22]=[CH:21][C:11]([CH2:12][N:13]([C:14]2[CH:19]=[CH:18][CH:17]=[C:16]([OH:20])[CH:15]=2)[S:29]([C:26]2[CH:27]=[CH:28][N:24]([CH3:23])[N:25]=2)(=[O:31])=[O:30])=[CH:10][CH:9]=1, predict the reactants needed to synthesize it. The reactants are: N1C=CC=CC=1.[Cl:7][C:8]1[CH:22]=[CH:21][C:11]([CH2:12][NH:13][C:14]2[CH:15]=[C:16]([OH:20])[CH:17]=[CH:18][CH:19]=2)=[CH:10][CH:9]=1.[CH3:23][N:24]1[CH:28]=[CH:27][C:26]([S:29](Cl)(=[O:31])=[O:30])=[N:25]1.[OH-].[Li+].